The task is: Predict the reaction yield, written as a fraction of the theoretical maximum amount of product (1.0 means a 100% yield; for example, 0.34 means a 34% yield).. This data is from Reaction yield outcomes from USPTO patents with 853,638 reactions. (1) The yield is 0.600. The product is [Br:24][C:25]1[CH:30]=[CH:29][C:28]([S:31]([NH:1][C:2]2[CH:7]=[N:6][CH:5]=[C:4]([C:8]3[S:12][C:11]([C:13]4[CH:14]=[C:15]5[C:19](=[CH:20][CH:21]=4)[C:18](=[O:22])[N:17]([CH3:23])[CH2:16]5)=[CH:10][CH:9]=3)[CH:3]=2)(=[O:33])=[O:32])=[CH:27][CH:26]=1. The reactants are [NH2:1][C:2]1[CH:3]=[C:4]([C:8]2[S:12][C:11]([C:13]3[CH:14]=[C:15]4[C:19](=[CH:20][CH:21]=3)[C:18](=[O:22])[N:17]([CH3:23])[CH2:16]4)=[CH:10][CH:9]=2)[CH:5]=[N:6][CH:7]=1.[Br:24][C:25]1[CH:30]=[CH:29][C:28]([S:31](Cl)(=[O:33])=[O:32])=[CH:27][CH:26]=1. No catalyst specified. (2) The reactants are Cl[C:2]([F:7])([F:6])C([O-])=O.[Na+].[Cl:9][C:10]1[CH:11]=[CH:12][N:13]=[C:14]2[C:19]=1[N:18]=[CH:17][C:16]([OH:20])=[CH:15]2.C(=O)([O-])[O-].[Cs+].[Cs+].CN(C=O)C. The catalyst is CO.ClCCl. The product is [Cl:9][C:10]1[CH:11]=[CH:12][N:13]=[C:14]2[C:19]=1[N:18]=[CH:17][C:16]([O:20][CH:2]([F:6])[F:7])=[CH:15]2. The yield is 0.560. (3) The reactants are [CH2:1]([NH2:9])[CH2:2][C:3]1[CH:8]=[CH:7][CH:6]=[CH:5][CH:4]=1.C[O:11][C:12]([C:14]1[O:15][C:16]([S:19]([N:22]2[CH2:27][CH2:26][CH:25]([NH:28][C:29]([O:31][C:32]([CH3:35])([CH3:34])[CH3:33])=[O:30])[CH2:24][CH2:23]2)(=[O:21])=[O:20])=[CH:17][CH:18]=1)=O. The catalyst is CO. The product is [C:32]([O:31][C:29](=[O:30])[NH:28][CH:25]1[CH2:26][CH2:27][N:22]([S:19]([C:16]2[O:15][C:14]([C:12](=[O:11])[NH:9][CH2:1][CH2:2][C:3]3[CH:8]=[CH:7][CH:6]=[CH:5][CH:4]=3)=[CH:18][CH:17]=2)(=[O:21])=[O:20])[CH2:23][CH2:24]1)([CH3:35])([CH3:33])[CH3:34]. The yield is 0.940. (4) The reactants are [CH3:1][C:2]([CH3:22])([CH3:21])[CH2:3][C:4]([NH:6][C:7]1[C:8]([CH3:20])=[CH:9][C:10]2[O:14][C:13]([CH3:16])([CH3:15])[CH:12](O)[C:11]=2[C:18]=1[CH3:19])=[O:5].C([SiH](CC)CC)C.O. The catalyst is FC(F)(F)C(O)=O. The product is [CH3:1][C:2]([CH3:22])([CH3:21])[CH2:3][C:4]([NH:6][C:7]1[C:8]([CH3:20])=[CH:9][C:10]2[O:14][C:13]([CH3:15])([CH3:16])[CH2:12][C:11]=2[C:18]=1[CH3:19])=[O:5]. The yield is 0.920. (5) The reactants are [CH2:1]([N:6]1[C:14]2[N:13]=[CH:12][NH:11][C:10]=2[C:9](=[O:15])[N:8]2[C:16](=[S:19])[NH:17][N:18]=[C:7]12)[CH2:2][CH2:3][CH2:4][CH3:5].S(OC)(O[CH3:24])(=O)=O.[OH-].[Na+]. The catalyst is O. The product is [CH3:24][S:19][C:16]1[N:8]2[C:9](=[O:15])[C:10]3[NH:11][CH:12]=[N:13][C:14]=3[N:6]([CH2:1][CH2:2][CH2:3][CH2:4][CH3:5])[C:7]2=[N:18][N:17]=1. The yield is 0.852. (6) The reactants are [Cl:1][C:2]1[N:3]=[C:4]([C:9]([NH:11][C@H:12]2[CH2:17][CH2:16][N:15]([C:18]3[S:19][C:20]([C:24](O)=[O:25])=[C:21]([CH3:23])[N:22]=3)[CH2:14][C@H:13]2[O:27][CH3:28])=[O:10])[NH:5][C:6]=1[CH2:7][CH3:8].[NH2:29][CH2:30][CH2:31][C:32]#[N:33].CCN=C=NCCCN(C)C.Cl.C1C=CC2N(O)N=NC=2C=1. The catalyst is CC(N(C)C)=O.ClCCl. The product is [Cl:1][C:2]1[N:3]=[C:4]([C:9]([NH:11][C@H:12]2[CH2:17][CH2:16][N:15]([C:18]3[S:19][C:20]([C:24]([NH:33][CH2:32][CH2:31][C:30]#[N:29])=[O:25])=[C:21]([CH3:23])[N:22]=3)[CH2:14][C@H:13]2[O:27][CH3:28])=[O:10])[NH:5][C:6]=1[CH2:7][CH3:8]. The yield is 0.820.